Predict the product of the given reaction. From a dataset of Forward reaction prediction with 1.9M reactions from USPTO patents (1976-2016). (1) Given the reactants [CH3:1][N:2]([CH3:21])[C:3]([C:5]1[N:10]=[C:9]2[CH2:11][CH2:12][N:13](C(OC(C)(C)C)=O)[C:8]2=[CH:7][CH:6]=1)=[O:4].FC(F)(F)C(O)=O, predict the reaction product. The product is: [CH3:1][N:2]([CH3:21])[C:3]([C:5]1[N:10]=[C:9]2[CH2:11][CH2:12][NH:13][C:8]2=[CH:7][CH:6]=1)=[O:4]. (2) Given the reactants Cl.Cl.[N:3]12[CH2:10][CH2:9][CH:6]([CH2:7][CH2:8]1)[C@@H:5]([NH2:11])[CH2:4]2.[Br:12][C:13]1[O:17][C:16]([C:18](O)=[O:19])=[CH:15][CH:14]=1.O.ON1C2C=CC=CC=2N=N1.C(N(CC)C(C)C)(C)C, predict the reaction product. The product is: [N:3]12[CH2:10][CH2:9][CH:6]([CH2:7][CH2:8]1)[C@@H:5]([NH:11][C:18]([C:16]1[O:17][C:13]([Br:12])=[CH:14][CH:15]=1)=[O:19])[CH2:4]2.